The task is: Regression. Given two drug SMILES strings and cell line genomic features, predict the synergy score measuring deviation from expected non-interaction effect.. This data is from NCI-60 drug combinations with 297,098 pairs across 59 cell lines. (1) Drug 1: CC1=C(C=C(C=C1)NC2=NC=CC(=N2)N(C)C3=CC4=NN(C(=C4C=C3)C)C)S(=O)(=O)N.Cl. Drug 2: CCCCCOC(=O)NC1=NC(=O)N(C=C1F)C2C(C(C(O2)C)O)O. Cell line: A498. Synergy scores: CSS=20.9, Synergy_ZIP=3.74, Synergy_Bliss=6.51, Synergy_Loewe=2.60, Synergy_HSA=3.30. (2) Drug 1: C1CCN(CC1)CCOC2=CC=C(C=C2)C(=O)C3=C(SC4=C3C=CC(=C4)O)C5=CC=C(C=C5)O. Drug 2: C1=CC(=CC=C1CCCC(=O)O)N(CCCl)CCCl. Cell line: EKVX. Synergy scores: CSS=10.5, Synergy_ZIP=-2.44, Synergy_Bliss=-1.42, Synergy_Loewe=-3.99, Synergy_HSA=-2.88. (3) Drug 1: CCCCC(=O)OCC(=O)C1(CC(C2=C(C1)C(=C3C(=C2O)C(=O)C4=C(C3=O)C=CC=C4OC)O)OC5CC(C(C(O5)C)O)NC(=O)C(F)(F)F)O. Cell line: OVCAR3. Synergy scores: CSS=32.3, Synergy_ZIP=-11.1, Synergy_Bliss=-2.93, Synergy_Loewe=-4.42, Synergy_HSA=-1.57. Drug 2: CCN(CC)CCCC(C)NC1=C2C=C(C=CC2=NC3=C1C=CC(=C3)Cl)OC. (4) Drug 1: C1=CC(=CC=C1C#N)C(C2=CC=C(C=C2)C#N)N3C=NC=N3. Drug 2: CN(C(=O)NC(C=O)C(C(C(CO)O)O)O)N=O. Cell line: SNB-75. Synergy scores: CSS=-2.10, Synergy_ZIP=-0.257, Synergy_Bliss=-0.449, Synergy_Loewe=-1.91, Synergy_HSA=-1.66. (5) Drug 1: C1=CC=C(C=C1)NC(=O)CCCCCCC(=O)NO. Drug 2: C1C(C(OC1N2C=NC(=NC2=O)N)CO)O. Cell line: RXF 393. Synergy scores: CSS=1.51, Synergy_ZIP=-2.32, Synergy_Bliss=-0.529, Synergy_Loewe=-1.62, Synergy_HSA=-1.28. (6) Drug 1: CC1=CC=C(C=C1)C2=CC(=NN2C3=CC=C(C=C3)S(=O)(=O)N)C(F)(F)F. Drug 2: CN1C(=O)N2C=NC(=C2N=N1)C(=O)N. Cell line: T-47D. Synergy scores: CSS=3.36, Synergy_ZIP=-2.23, Synergy_Bliss=-5.28, Synergy_Loewe=-6.82, Synergy_HSA=-6.24. (7) Drug 1: C1=CC(=C2C(=C1NCCNCCO)C(=O)C3=C(C=CC(=C3C2=O)O)O)NCCNCCO. Drug 2: CC1=C2C(C(=O)C3(C(CC4C(C3C(C(C2(C)C)(CC1OC(=O)C(C(C5=CC=CC=C5)NC(=O)C6=CC=CC=C6)O)O)OC(=O)C7=CC=CC=C7)(CO4)OC(=O)C)O)C)OC(=O)C. Cell line: HL-60(TB). Synergy scores: CSS=50.9, Synergy_ZIP=-4.39, Synergy_Bliss=-7.76, Synergy_Loewe=-9.13, Synergy_HSA=-4.75. (8) Drug 1: C(=O)(N)NO. Drug 2: CC1=C(C(=O)C2=C(C1=O)N3CC4C(C3(C2COC(=O)N)OC)N4)N. Cell line: HL-60(TB). Synergy scores: CSS=66.2, Synergy_ZIP=0.384, Synergy_Bliss=1.43, Synergy_Loewe=-6.77, Synergy_HSA=3.31. (9) Drug 1: C1CC(=O)NC(=O)C1N2CC3=C(C2=O)C=CC=C3N. Drug 2: C1=CC=C(C(=C1)C(C2=CC=C(C=C2)Cl)C(Cl)Cl)Cl. Cell line: SNB-19. Synergy scores: CSS=3.74, Synergy_ZIP=-0.557, Synergy_Bliss=-0.302, Synergy_Loewe=1.45, Synergy_HSA=0.216.